This data is from Forward reaction prediction with 1.9M reactions from USPTO patents (1976-2016). The task is: Predict the product of the given reaction. (1) Given the reactants [CH2:1]([O:3][C:4](=[O:24])[CH:5]=[C:6]([C:13]1[CH:14]=[C:15]2[C:19](=[CH:20][CH:21]=1)[NH:18][CH:17]=[C:16]2[C:22]#[N:23])[C:7]1[CH:12]=[CH:11][CH:10]=[CH:9][CH:8]=1)[CH3:2], predict the reaction product. The product is: [CH2:1]([O:3][C:4](=[O:24])[CH2:5][CH:6]([C:13]1[CH:14]=[C:15]2[C:19](=[CH:20][CH:21]=1)[NH:18][CH:17]=[C:16]2[C:22]#[N:23])[C:7]1[CH:8]=[CH:9][CH:10]=[CH:11][CH:12]=1)[CH3:2]. (2) The product is: [N:6]1[CH:7]=[CH:8][CH:9]=[C:4]([C:3]2[N:13]=[C:17]([CH2:16][C:14]#[N:15])[NH:19][N:20]=2)[CH:5]=1. Given the reactants Cl.Cl.[C:3](=[NH:13])(OCC)[C:4]1[CH:9]=[CH:8][CH:7]=[N:6][CH:5]=1.[C:14]([CH2:16][C:17]([NH:19][NH2:20])=O)#[N:15].CO.[OH-].[Na+], predict the reaction product.